Dataset: Merck oncology drug combination screen with 23,052 pairs across 39 cell lines. Task: Regression. Given two drug SMILES strings and cell line genomic features, predict the synergy score measuring deviation from expected non-interaction effect. (1) Drug 1: C#Cc1cccc(Nc2ncnc3cc(OCCOC)c(OCCOC)cc23)c1. Drug 2: CC1(c2nc3c(C(N)=O)cccc3[nH]2)CCCN1. Cell line: EFM192B. Synergy scores: synergy=3.37. (2) Drug 1: Cn1nnc2c(C(N)=O)ncn2c1=O. Drug 2: NC1(c2ccc(-c3nc4ccn5c(=O)[nH]nc5c4cc3-c3ccccc3)cc2)CCC1. Cell line: MDAMB436. Synergy scores: synergy=18.0.